From a dataset of Reaction yield outcomes from USPTO patents with 853,638 reactions. Predict the reaction yield, written as a fraction of the theoretical maximum amount of product (1.0 means a 100% yield; for example, 0.34 means a 34% yield). (1) The reactants are [CH2:1]([O:3][C:4]([C:6]1[C:11]([O:12][CH2:13][CH3:14])=[C:10]([N:15]2[CH2:20][CH2:19][O:18][CH2:17][CH2:16]2)[N:9]=[C:8](Cl)[N:7]=1)=[O:5])[CH3:2].CC1(C)C(C)(C)OB([C:30]2[CH:31]=[C:32]([OH:36])[CH:33]=[CH:34][CH:35]=2)O1.O1CCOCC1.C(=O)([O-])[O-].[Na+].[Na+]. The catalyst is C1C=CC([P]([Pd]([P](C2C=CC=CC=2)(C2C=CC=CC=2)C2C=CC=CC=2)([P](C2C=CC=CC=2)(C2C=CC=CC=2)C2C=CC=CC=2)[P](C2C=CC=CC=2)(C2C=CC=CC=2)C2C=CC=CC=2)(C2C=CC=CC=2)C2C=CC=CC=2)=CC=1.O. The product is [CH2:1]([O:3][C:4]([C:6]1[C:11]([O:12][CH2:13][CH3:14])=[C:10]([N:15]2[CH2:20][CH2:19][O:18][CH2:17][CH2:16]2)[N:9]=[C:8]([C:30]2[CH:35]=[CH:34][CH:33]=[C:32]([OH:36])[CH:31]=2)[N:7]=1)=[O:5])[CH3:2]. The yield is 0.550. (2) The reactants are Br[C:2]1[CH:3]=[C:4]([CH2:8][C:9]([O:11][CH2:12][CH3:13])=[O:10])[CH:5]=[CH:6][CH:7]=1.[CH2:14]([Sn](CCCC)(CCCC)C=C)[CH2:15]CC.CCOC(C)=O. The catalyst is CN(C=O)C.[Pd].C1(P(C2C=CC=CC=2)C2C=CC=CC=2)C=CC=CC=1.C1(P(C2C=CC=CC=2)C2C=CC=CC=2)C=CC=CC=1.C1(P(C2C=CC=CC=2)C2C=CC=CC=2)C=CC=CC=1.C1(P(C2C=CC=CC=2)C2C=CC=CC=2)C=CC=CC=1. The product is [CH:14]([C:2]1[CH:3]=[C:4]([CH2:8][C:9]([O:11][CH2:12][CH3:13])=[O:10])[CH:5]=[CH:6][CH:7]=1)=[CH2:15]. The yield is 0.540. (3) The reactants are [N:1]1([CH:6]2[CH2:11][CH2:10][CH:9]([NH:12]C(=O)OC(C)(C)C)[CH2:8][CH2:7]2)[CH2:5][CH2:4][CH2:3][CH2:2]1. The product is [N:1]1([CH:6]2[CH2:11][CH2:10][CH:9]([NH2:12])[CH2:8][CH2:7]2)[CH2:2][CH2:3][CH2:4][CH2:5]1. The catalyst is C(Cl)Cl.C(O)(C(F)(F)F)=O. The yield is 0.740. (4) The reactants are [C:1](=[NH:21])([O:3][CH2:4][CH2:5][C:6]1[CH:11]=[CH:10][C:9]([O:12][C:13]2[CH:18]=[CH:17][C:16]([CH3:19])=[C:15]([F:20])[CH:14]=2)=[CH:8][CH:7]=1)[NH2:2].[CH:22]([CH:24]([CH2:29][C:30]1[CH:31]=[N:32][C:33]([O:36][CH3:37])=[N:34][CH:35]=1)[C:25](OC)=O)=[O:23].C([O-])([O-])=O.[K+].[K+]. The catalyst is CN1C(=O)CCC1. The product is [F:20][C:15]1[CH:14]=[C:13]([O:12][C:9]2[CH:8]=[CH:7][C:6]([CH2:5][CH2:4][O:3][C:1]3[NH:2][CH:25]=[C:24]([CH2:29][C:30]4[CH:31]=[N:32][C:33]([O:36][CH3:37])=[N:34][CH:35]=4)[C:22](=[O:23])[N:21]=3)=[CH:11][CH:10]=2)[CH:18]=[CH:17][C:16]=1[CH3:19]. The yield is 0.0623. (5) The reactants are [N:1]12[CH2:8][CH2:7][CH:4]([CH2:5][CH2:6]1)[CH:3]([C@@H:9]1[C:18](=[O:19])[C:17]3[C:12]4=[C:13]([NH:20][N:21]=[C:11]4[CH2:10]1)[CH:14]=[N:15][CH:16]=3)[CH2:2]2.[Cl:22][C:23]1[CH:28]=[CH:27][C:26](I)=[CH:25][CH:24]=1.CN(C)C1CCCCC1N.[O-]P([O-])([O-])=O.[K+].[K+].[K+]. The catalyst is [Cu]I.C1(C)C=CC=CC=1. The product is [ClH:22].[Cl:22][C:23]1[CH:28]=[CH:27][C:26]([N:20]2[C:13]3[CH:14]=[N:15][CH:16]=[C:17]4[C:18](=[O:19])[C@@H:9]([CH:3]5[CH:4]6[CH2:7][CH2:8][N:1]([CH2:6][CH2:5]6)[CH2:2]5)[CH2:10][C:11]([C:12]=34)=[N:21]2)=[CH:25][CH:24]=1. The yield is 0.0200. (6) The reactants are [OH:1][C@H:2]([CH3:11])[CH2:3][CH2:4][CH2:5][C:6]([O:8][CH2:9][CH3:10])=[O:7].N1C=CN=C1.[Si:17](Cl)([C:20]([CH3:23])([CH3:22])[CH3:21])([CH3:19])[CH3:18]. The catalyst is CN(C=O)C. The product is [Si:17]([O:1][C@H:2]([CH3:11])[CH2:3][CH2:4][CH2:5][C:6]([O:8][CH2:9][CH3:10])=[O:7])([C:20]([CH3:23])([CH3:22])[CH3:21])([CH3:19])[CH3:18]. The yield is 0.880.